From a dataset of NCI-60 drug combinations with 297,098 pairs across 59 cell lines. Regression. Given two drug SMILES strings and cell line genomic features, predict the synergy score measuring deviation from expected non-interaction effect. (1) Drug 1: C1CCC(C1)C(CC#N)N2C=C(C=N2)C3=C4C=CNC4=NC=N3. Drug 2: C1C(C(OC1N2C=NC3=C(N=C(N=C32)Cl)N)CO)O. Cell line: MCF7. Synergy scores: CSS=5.02, Synergy_ZIP=1.03, Synergy_Bliss=4.55, Synergy_Loewe=0.786, Synergy_HSA=1.60. (2) Drug 1: C(CN)CNCCSP(=O)(O)O. Drug 2: CCC1(C2=C(COC1=O)C(=O)N3CC4=CC5=C(C=CC(=C5CN(C)C)O)N=C4C3=C2)O.Cl. Cell line: SF-539. Synergy scores: CSS=21.0, Synergy_ZIP=0.524, Synergy_Bliss=-1.55, Synergy_Loewe=-48.8, Synergy_HSA=-4.56. (3) Drug 1: CCC1=CC2CC(C3=C(CN(C2)C1)C4=CC=CC=C4N3)(C5=C(C=C6C(=C5)C78CCN9C7C(C=CC9)(C(C(C8N6C)(C(=O)OC)O)OC(=O)C)CC)OC)C(=O)OC.C(C(C(=O)O)O)(C(=O)O)O. Drug 2: CN(C)N=NC1=C(NC=N1)C(=O)N. Cell line: HOP-92. Synergy scores: CSS=26.2, Synergy_ZIP=-9.43, Synergy_Bliss=-8.90, Synergy_Loewe=-24.7, Synergy_HSA=-7.77. (4) Drug 1: CC12CCC3C(C1CCC2=O)CC(=C)C4=CC(=O)C=CC34C. Drug 2: CC(C)CN1C=NC2=C1C3=CC=CC=C3N=C2N. Cell line: A549. Synergy scores: CSS=29.5, Synergy_ZIP=1.63, Synergy_Bliss=2.89, Synergy_Loewe=2.68, Synergy_HSA=2.04. (5) Drug 1: COC1=C2C(=CC3=C1OC=C3)C=CC(=O)O2. Drug 2: CCC1(C2=C(COC1=O)C(=O)N3CC4=CC5=C(C=CC(=C5CN(C)C)O)N=C4C3=C2)O.Cl. Cell line: CAKI-1. Synergy scores: CSS=2.51, Synergy_ZIP=-10.9, Synergy_Bliss=-20.3, Synergy_Loewe=-40.5, Synergy_HSA=-22.2. (6) Drug 1: CC1=C(C=C(C=C1)NC(=O)C2=CC=C(C=C2)CN3CCN(CC3)C)NC4=NC=CC(=N4)C5=CN=CC=C5. Drug 2: C(CCl)NC(=O)N(CCCl)N=O. Cell line: SNB-19. Synergy scores: CSS=4.38, Synergy_ZIP=-3.92, Synergy_Bliss=-5.06, Synergy_Loewe=-13.7, Synergy_HSA=-8.47. (7) Drug 1: CC1=C(C=C(C=C1)NC2=NC=CC(=N2)N(C)C3=CC4=NN(C(=C4C=C3)C)C)S(=O)(=O)N.Cl. Drug 2: COC1=C(C=C2C(=C1)N=CN=C2NC3=CC(=C(C=C3)F)Cl)OCCCN4CCOCC4. Cell line: OVCAR-8. Synergy scores: CSS=44.3, Synergy_ZIP=10.4, Synergy_Bliss=11.8, Synergy_Loewe=2.09, Synergy_HSA=12.4. (8) Drug 1: CNC(=O)C1=NC=CC(=C1)OC2=CC=C(C=C2)NC(=O)NC3=CC(=C(C=C3)Cl)C(F)(F)F. Drug 2: CN(CCCl)CCCl.Cl. Cell line: SK-MEL-28. Synergy scores: CSS=7.38, Synergy_ZIP=-3.19, Synergy_Bliss=-0.953, Synergy_Loewe=-2.98, Synergy_HSA=-0.549. (9) Drug 1: CC1=C(C=C(C=C1)NC(=O)C2=CC=C(C=C2)CN3CCN(CC3)C)NC4=NC=CC(=N4)C5=CN=CC=C5. Drug 2: C(CCl)NC(=O)N(CCCl)N=O. Cell line: IGROV1. Synergy scores: CSS=2.44, Synergy_ZIP=-0.912, Synergy_Bliss=-0.0380, Synergy_Loewe=-4.65, Synergy_HSA=-3.69.